Task: Predict which catalyst facilitates the given reaction.. Dataset: Catalyst prediction with 721,799 reactions and 888 catalyst types from USPTO (1) Reactant: [Cl:1][C:2]1[CH:3]=[C:4]([OH:13])[C:5]([CH3:12])=[C:6]([CH:11]=1)[C:7]([O:9][CH3:10])=[O:8].C(=O)([O-])[O-].[Cs+].[Cs+].I[CH:21]([CH3:23])[CH3:22].CCOC(C)=O. Product: [Cl:1][C:2]1[CH:3]=[C:4]([O:13][CH:21]([CH3:23])[CH3:22])[C:5]([CH3:12])=[C:6]([CH:11]=1)[C:7]([O:9][CH3:10])=[O:8]. The catalyst class is: 9. (2) Reactant: C([O:5][C:6](=O)[CH2:7][CH:8]([C:16]#[N:17])[CH:9]([CH:13]([CH3:15])[CH3:14])[CH2:10][CH2:11][CH3:12])(C)(C)C. Product: [CH:13]([CH:9]([CH:8]1[CH2:16][NH:17][C:6](=[O:5])[CH2:7]1)[CH2:10][CH2:11][CH3:12])([CH3:15])[CH3:14]. The catalyst class is: 94. (3) Reactant: [N+:1]([C:4]1[CH:5]=[C:6]([CH:11]=[C:12]([S:14]([F:19])([F:18])([F:17])([F:16])[F:15])[CH:13]=1)[C:7]([O:9][CH3:10])=[O:8])([O-])=O.CC(O)=O.[H][H]. Product: [NH2:1][C:4]1[CH:5]=[C:6]([CH:11]=[C:12]([S:14]([F:19])([F:15])([F:16])([F:17])[F:18])[CH:13]=1)[C:7]([O:9][CH3:10])=[O:8]. The catalyst class is: 19. (4) Reactant: [CH:1]12[CH2:10][CH:5]3[CH2:6][CH:7]([CH2:9][CH:3]([CH2:4]3)[CH:2]1[N:11]1[CH2:15][CH:14]([CH:16]([CH3:18])[CH3:17])[NH:13][C:12]1=[O:19])[CH2:8]2.C(O)C. Product: [CH:1]12[CH2:8][CH:7]3[CH2:6][CH:5]([CH2:4][CH:3]([CH2:9]3)[CH:2]1[N:11]1[CH2:15][C@@H:14]([CH:16]([CH3:17])[CH3:18])[NH:13][C:12]1=[O:19])[CH2:10]2.[CH:1]12[CH2:8][CH:7]3[CH2:6][CH:5]([CH2:4][CH:3]([CH2:9]3)[CH:2]1[N:11]1[CH2:15][C@H:14]([CH:16]([CH3:17])[CH3:18])[NH:13][C:12]1=[O:19])[CH2:10]2. The catalyst class is: 194. (5) Reactant: [CH3:1][C:2]1[CH2:3][N:4]([C:13]([O:15][C:16]([CH3:19])([CH3:18])[CH3:17])=[O:14])[CH2:5][CH2:6][C:7]=1[O:8][Si](C)(C)C.[B-](F)(F)(F)[F:21].[B-](F)(F)(F)F.C1[N+]2(CCl)CC[N+](F)(CC2)C1. Product: [F:21][C:2]1([CH3:1])[C:7](=[O:8])[CH2:6][CH2:5][N:4]([C:13]([O:15][C:16]([CH3:19])([CH3:18])[CH3:17])=[O:14])[CH2:3]1. The catalyst class is: 47. (6) Reactant: [CH3:1][O:2][C:3](=[O:20])[C:4]1[CH:9]=[C:8]([NH:10][S:11]([CH3:14])(=[O:13])=[O:12])[N:7]=[C:6]([NH:15][C@H:16]([CH2:18][CH3:19])[CH3:17])[CH:5]=1.[C:21](=O)([O-])[O-].[K+].[K+].IC.O. Product: [CH3:1][O:2][C:3](=[O:20])[C:4]1[CH:9]=[C:8]([N:10]([S:11]([CH3:14])(=[O:13])=[O:12])[CH3:21])[N:7]=[C:6]([NH:15][C@H:16]([CH2:18][CH3:19])[CH3:17])[CH:5]=1. The catalyst class is: 3.